Dataset: Forward reaction prediction with 1.9M reactions from USPTO patents (1976-2016). Task: Predict the product of the given reaction. (1) Given the reactants [F:1][C:2]1[CH:7]=[C:6]([F:8])[C:5](B2OC(C)(C)C(C)(C)O2)=[CH:4][C:3]=1[NH:18][C:19]([NH:21][CH2:22][CH2:23][C:24]([CH3:27])([CH3:26])[CH3:25])=[O:20].Br[C:29]1[C:40]([CH3:41])=[N:39][C:32]2[N:33]=[C:34]([NH:37][CH3:38])[N:35]=[CH:36][C:31]=2[CH:30]=1.C([O-])([O-])=O.[K+].[K+], predict the reaction product. The product is: [F:1][C:2]1[CH:7]=[C:6]([F:8])[C:5]([C:29]2[C:40]([CH3:41])=[N:39][C:32]3[N:33]=[C:34]([NH:37][CH3:38])[N:35]=[CH:36][C:31]=3[CH:30]=2)=[CH:4][C:3]=1[NH:18][C:19]([NH:21][CH2:22][CH2:23][C:24]([CH3:25])([CH3:26])[CH3:27])=[O:20]. (2) Given the reactants [CH2:1]([NH:8][C:9]1[CH:14]=[C:13]([NH:15][C:16]2[CH:21]=[CH:20][C:19]([N:22](S(C)(=O)=O)[S:23]([CH3:26])(=[O:25])=[O:24])=[CH:18][CH:17]=2)[N:12]=[CH:11][C:10]=1[CH2:31][C:32]([NH2:34])=[O:33])[C:2]1[CH:7]=[CH:6][CH:5]=[CH:4][CH:3]=1.Cl, predict the reaction product. The product is: [CH2:1]([NH:8][C:9]1[CH:14]=[C:13]([NH:15][C:16]2[CH:17]=[CH:18][C:19]([NH:22][S:23]([CH3:26])(=[O:25])=[O:24])=[CH:20][CH:21]=2)[N:12]=[CH:11][C:10]=1[CH2:31][C:32]([NH2:34])=[O:33])[C:2]1[CH:3]=[CH:4][CH:5]=[CH:6][CH:7]=1. (3) Given the reactants [C:1]([Cu])#[N:2].Br[C:5]1[CH:6]=[C:7]2[C:11](=[CH:12][CH:13]=1)[NH:10][CH:9]=[CH:8]2, predict the reaction product. The product is: [NH:10]1[C:11]2[C:7](=[CH:6][C:5]([C:1]#[N:2])=[CH:13][CH:12]=2)[CH:8]=[CH:9]1. (4) Given the reactants [I:1][C:2]1[CH:12]=[N:11][C:5]2[NH:6][CH2:7][C:8](=[O:10])[NH:9][C:4]=2[CH:3]=1.CN(C)C=O.C[Si](C)(C)N[Si](C)(C)C.[K].O1CCCC1.Cl[CH2:34][O:35][CH2:36][CH2:37][Si:38]([CH3:41])([CH3:40])[CH3:39], predict the reaction product. The product is: [I:1][C:2]1[CH:12]=[N:11][C:5]2[NH:6][CH2:7][C:8](=[O:10])[N:9]([CH2:34][O:35][CH2:36][CH2:37][Si:38]([CH3:41])([CH3:40])[CH3:39])[C:4]=2[CH:3]=1. (5) Given the reactants Cl.[NH2:2][CH:3]([CH2:31][C:32]1[CH:37]=[CH:36][C:35]([F:38])=[CH:34][CH:33]=1)[C:4]([N:6]1[CH2:11][CH2:10][N:9]([CH:12]([CH2:17][C:18]2[CH:27]=[CH:26][C:25]3[C:20](=[CH:21][CH:22]=[CH:23][CH:24]=3)[CH:19]=2)[C:13]([NH:15][CH3:16])=[O:14])[CH2:8][CH:7]1[CH2:28][O:29][CH3:30])=[O:5].[C:39]([N:46]1[CH2:53][CH2:52][CH2:51][C@H:47]1[C:48](O)=[O:49])([O:41][C:42]([CH3:45])([CH3:44])[CH3:43])=[O:40].ON1C2C=CC=CC=2N=N1.CN1CCOCC1, predict the reaction product. The product is: [C:42]([O:41][C:39]([N:46]1[CH2:53][CH2:52][CH2:51][CH:47]1[C:48](=[O:49])[NH:2][CH:3]([CH2:31][C:32]1[CH:37]=[CH:36][C:35]([F:38])=[CH:34][CH:33]=1)[C:4]([N:6]1[CH2:11][CH2:10][N:9]([CH:12]([C:13](=[O:14])[NH:15][CH3:16])[CH2:17][C:18]2[CH:27]=[CH:26][C:25]3[C:20](=[CH:21][CH:22]=[CH:23][CH:24]=3)[CH:19]=2)[CH2:8][CH:7]1[CH2:28][O:29][CH3:30])=[O:5])=[O:40])([CH3:45])([CH3:44])[CH3:43].